This data is from Full USPTO retrosynthesis dataset with 1.9M reactions from patents (1976-2016). The task is: Predict the reactants needed to synthesize the given product. (1) Given the product [Cl:2][C:1]([Cl:5])=[C:14]([C:10]1[CH:11]=[C:12]([CH3:13])[C:7]([Cl:6])=[CH:8][C:9]=1[F:21])[C:15]([O:17][CH2:18][CH3:19])=[O:16], predict the reactants needed to synthesize it. The reactants are: [C:1]([Cl:5])(Cl)(Cl)[Cl:2].[Cl:6][C:7]1[C:12]([CH3:13])=[CH:11][C:10]([C:14](=O)[C:15]([O:17][CH2:18][CH3:19])=[O:16])=[C:9]([F:21])[CH:8]=1.C1(P(C2C=CC=CC=2)C2C=CC=CC=2)C=CC=CC=1.O. (2) Given the product [CH2:1]([N:8]1[CH2:12][C@:11]2([OH:18])[C:13](=[O:17])[NH:14][C:15](=[O:16])[C@@H:10]2[CH2:9]1)[C:2]1[CH:3]=[CH:4][CH:5]=[CH:6][CH:7]=1, predict the reactants needed to synthesize it. The reactants are: [CH2:1]([N:8]1[CH2:12][C@:11]2([O:18]C)[C:13](=[O:17])[NH:14][C:15](=[O:16])[C@@H:10]2[CH2:9]1)[C:2]1[CH:7]=[CH:6][CH:5]=[CH:4][CH:3]=1.B(Br)(Br)Br. (3) Given the product [F:1][C:2]1[N:7]=[CH:6][C:5]([NH:8][C:9](=[O:10])[O:11][C:12]([CH3:15])([CH3:14])[CH3:13])=[CH:4][CH:3]=1, predict the reactants needed to synthesize it. The reactants are: [F:1][C:2]1[N:7]=[CH:6][C:5]([NH2:8])=[CH:4][CH:3]=1.[C:9](O[C:9]([O:11][C:12]([CH3:15])([CH3:14])[CH3:13])=[O:10])([O:11][C:12]([CH3:15])([CH3:14])[CH3:13])=[O:10]. (4) Given the product [N:14]1[CH:19]=[CH:18][C:17]([C:20]2[N:13]=[C:5]3[N:23]([C:1](=[O:4])[NH:2][C:12]4[CH:11]=[CH:10][CH:9]=[CH:7][C:6]=43)[N:22]=2)=[CH:16][CH:15]=1, predict the reactants needed to synthesize it. The reactants are: [C:1](=[O:4])([O-])[NH2:2].[C:5](#[N:13])[C:6]1[C:7](=[CH:9][CH:10]=[CH:11][CH:12]=1)N.[N:14]1[CH:19]=[CH:18][C:17]([C:20]([NH:22][NH2:23])=O)=[CH:16][CH:15]=1.C(N(CCC)CCC)CC. (5) Given the product [O:5]=[C:4]([CH2:3][N:1]([C:8](=[NH:7])[NH2:9])[CH3:2])[OH:6].[OH2:5].[O:5]=[C:4]([CH2:3][N:1]([C:8](=[NH:7])[NH2:9])[CH3:2])[OH:6], predict the reactants needed to synthesize it. The reactants are: [NH:1]([CH2:3][C:4]([OH:6])=[O:5])[CH3:2].[N:7]#[C:8][NH2:9]. (6) Given the product [F:12][C:13]1[N:14]=[CH:15][C:16]([C:19]2[N:20]=[CH:21][N:22]([CH2:43][CH2:44][CH2:37][CH2:38][CH2:39][N:2]3[C:3](=[O:10])[C:4]4[C:9](=[CH:8][CH:7]=[CH:6][CH:5]=4)[C:1]3=[O:11])[CH:23]=2)=[CH:17][CH:18]=1, predict the reactants needed to synthesize it. The reactants are: [C:1]1(=[O:11])[C:9]2[C:4](=[CH:5][CH:6]=[CH:7][CH:8]=2)[C:3](=[O:10])[NH:2]1.[F:12][C:13]1[CH:18]=[CH:17][C:16]([C:19]2[N:20]=[CH:21][NH:22][CH:23]=2)=[CH:15][N:14]=1.C(=O)([O-])[O-].[K+].[K+].BrCCCCN1[C:39](=O)[C:38]2=CC=[CH:43][CH:44]=[C:37]2C1=O. (7) Given the product [CH3:32][O:31][CH2:30][O:29][C:18]1[C:19]([C:25]([CH3:28])([CH3:26])[CH3:27])=[CH:20][C:21]([CH2:23][CH3:24])=[CH:22][C:17]=1[C:15]1[CH:14]=[CH:13][C:11]2[O:12][C:8]([C:6]([CH3:7])=[CH:5][C:4]([OH:33])=[O:3])=[CH:9][C:10]=2[CH:16]=1, predict the reactants needed to synthesize it. The reactants are: C([O:3][C:4](=[O:33])[CH:5]=[C:6]([C:8]1[O:12][C:11]2[CH:13]=[CH:14][C:15]([C:17]3[CH:22]=[C:21]([CH2:23][CH3:24])[CH:20]=[C:19]([C:25]([CH3:28])([CH3:27])[CH3:26])[C:18]=3[O:29][CH2:30][O:31][CH3:32])=[CH:16][C:10]=2[CH:9]=1)[CH3:7])C.